Dataset: Reaction yield outcomes from USPTO patents with 853,638 reactions. Task: Predict the reaction yield, written as a fraction of the theoretical maximum amount of product (1.0 means a 100% yield; for example, 0.34 means a 34% yield). (1) The reactants are [F:1][C:2]([F:9])([F:8])[C:3]1[CH:7]=[CH:6][NH:5][N:4]=1.Cl[C:11]1[C:16]([Cl:17])=[CH:15][CH:14]=[CH:13][N:12]=1.CN(C)C=O.C(=O)([O-])[O-].[K+].[K+]. The catalyst is O. The product is [Cl:17][C:16]1[C:11]([N:5]2[CH:6]=[CH:7][C:3]([C:2]([F:9])([F:8])[F:1])=[N:4]2)=[N:12][CH:13]=[CH:14][CH:15]=1. The yield is 0.815. (2) The reactants are [CH3:1][CH:2]1[NH:7][CH:6]([CH3:8])[CH2:5][N:4]([C:9]2[CH:18]=[CH:17][C:12]([C:13]([O:15]C)=O)=[CH:11][CH:10]=2)[CH2:3]1.[NH2:19][C:20]1[N:24](C(OC(C)(C)C)=O)[N:23]=[C:22]([CH2:32][CH2:33][C:34]2[CH:39]=[C:38]([O:40][CH3:41])[CH:37]=[C:36]([O:42][CH3:43])[CH:35]=2)[CH:21]=1.C[Si]([N-][Si](C)(C)C)(C)C.[Na+]. The catalyst is C1COCC1. The product is [CH3:41][O:40][C:38]1[CH:39]=[C:34]([CH2:33][CH2:32][C:22]2[CH:21]=[C:20]([NH:19][C:13](=[O:15])[C:12]3[CH:11]=[CH:10][C:9]([N:4]4[CH2:5][CH:6]([CH3:8])[NH:7][CH:2]([CH3:1])[CH2:3]4)=[CH:18][CH:17]=3)[NH:24][N:23]=2)[CH:35]=[C:36]([O:42][CH3:43])[CH:37]=1. The yield is 0.100. (3) The reactants are [CH:1]1([N:7]([CH:18]2[CH2:23][CH2:22][CH2:21][CH2:20][CH2:19]2)[C:8]([NH:10][C:11]2[S:12][C:13]([CH:16]=O)=[CH:14][N:15]=2)=[O:9])[CH2:6][CH2:5][CH2:4][CH2:3][CH2:2]1.C(O)(=O)C.[CH2:28]([O:30][C:31](=[O:40])[CH2:32][C:33]1[CH:38]=[CH:37][C:36]([NH2:39])=[CH:35][CH:34]=1)[CH3:29].C(O[BH-](OC(=O)C)OC(=O)C)(=O)C.[Na+]. No catalyst specified. The product is [CH2:28]([O:30][C:31](=[O:40])[CH2:32][C:33]1[CH:34]=[CH:35][C:36]([NH:39][CH2:16][C:13]2[S:12][C:11]([NH:10][C:8]([N:7]([CH:1]3[CH2:6][CH2:5][CH2:4][CH2:3][CH2:2]3)[CH:18]3[CH2:19][CH2:20][CH2:21][CH2:22][CH2:23]3)=[O:9])=[N:15][CH:14]=2)=[CH:37][CH:38]=1)[CH3:29]. The yield is 0.300. (4) The reactants are [OH-].[Na+].[I-:3].[Na+].[OH:5][C:6]1[CH:7]=[C:8]([CH:12]=[CH:13][CH:14]=1)[C:9]([OH:11])=[O:10].Cl[O-].[K+]. The catalyst is CO. The product is [OH:5][C:6]1[CH:7]=[C:8]([CH:12]=[CH:13][C:14]=1[I:3])[C:9]([OH:11])=[O:10]. The yield is 0.920. (5) The reactants are [F:1][C:2]1[CH:3]=[CH:4][C:5]([C:8]([OH:16])([C:10]#[C:11][Si](C)(C)C)[CH3:9])=[N:6][CH:7]=1.[F-].[K+]. The catalyst is CO.C(OCC)(=O)C. The yield is 0.860. The product is [F:1][C:2]1[CH:3]=[CH:4][C:5]([C:8]([OH:16])([C:10]#[CH:11])[CH3:9])=[N:6][CH:7]=1. (6) The reactants are [NH:1]1[CH:5]=[C:4]([C:6]2[C:7]3[CH:14]=[CH:13][N:12]([CH2:15][O:16][CH2:17][CH2:18][Si:19]([CH3:22])([CH3:21])[CH3:20])[C:8]=3[N:9]=[CH:10][N:11]=2)[CH:3]=[N:2]1.[CH3:23][S:24][CH2:25][CH2:26]/[CH:27]=[CH:28]/[C:29]#[N:30].C1CCN2C(=NCCC2)CC1.C(#N)C. No catalyst specified. The product is [CH3:23][S:24][CH2:25][CH2:26][CH:27]([N:1]1[CH:5]=[C:4]([C:6]2[C:7]3[CH:14]=[CH:13][N:12]([CH2:15][O:16][CH2:17][CH2:18][Si:19]([CH3:22])([CH3:21])[CH3:20])[C:8]=3[N:9]=[CH:10][N:11]=2)[CH:3]=[N:2]1)[CH2:28][C:29]#[N:30]. The yield is 0.830. (7) The reactants are [CH3:1][O:2][C:3]([C:5]1[CH:6]=[C:7]2[C:12](=[CH:13][C:14]=1[NH:15]C(OC(C)(C)C)=O)[N:11]=[CH:10][CH:9]=[N:8]2)=[O:4].Cl. The catalyst is O1CCOCC1. The product is [CH3:1][O:2][C:3]([C:5]1[CH:6]=[C:7]2[C:12](=[CH:13][C:14]=1[NH2:15])[N:11]=[CH:10][CH:9]=[N:8]2)=[O:4]. The yield is 0.410.